From a dataset of Forward reaction prediction with 1.9M reactions from USPTO patents (1976-2016). Predict the product of the given reaction. Given the reactants [Br:1][C:2]1[CH:3]=[C:4]([S:8][CH:9]([CH3:13])CNC)[CH:5]=[N:6][CH:7]=1.O=[C:15](O)[C@@H]([C@H]([C@H]([C@@H](C(O)=O)O)O)O)O.[OH2:28].O=C(O)[C@@H]([C@H]([C@H]([C@@H](C(O)=O)O)O)O)O.BrC1C=C(SC(C)CNC)C=NC=1.BrC1C=C(SC(C)CNC)C=NC=1, predict the reaction product. The product is: [Br:1][C:2]1[CH:3]=[C:4]([S:8][CH2:9][CH:13]([OH:28])[CH3:15])[CH:5]=[N:6][CH:7]=1.